From a dataset of Forward reaction prediction with 1.9M reactions from USPTO patents (1976-2016). Predict the product of the given reaction. (1) Given the reactants Br[C:2]1[CH:7]=[CH:6][N:5]2[C:8]([C:11]([NH:13][C:14]3[CH:19]=[C:18]([C:20]4[N:24]=[C:23]([CH:25]5[CH2:28][C:27]([F:30])([F:29])[CH2:26]5)[O:22][N:21]=4)[CH:17]=[CH:16][C:15]=3[CH3:31])=[O:12])=[CH:9][N:10]=[C:4]2[CH:3]=1.C(N(CC)CC)C.[C:39]([Si:41]([CH3:44])([CH3:43])[CH3:42])#[CH:40], predict the reaction product. The product is: [F:30][C:27]1([F:29])[CH2:26][CH:25]([C:23]2[O:22][N:21]=[C:20]([C:18]3[CH:17]=[CH:16][C:15]([CH3:31])=[C:14]([NH:13][C:11]([C:8]4[N:5]5[CH:6]=[CH:7][C:2]([C:40]#[C:39][Si:41]([CH3:44])([CH3:43])[CH3:42])=[CH:3][C:4]5=[N:10][CH:9]=4)=[O:12])[CH:19]=3)[N:24]=2)[CH2:28]1. (2) Given the reactants [NH2:1][C:2]1[S:3][C:4]2[CH2:15][CH2:14][CH2:13][CH2:12][C:5]=2[C:6]=1[C:7]([O:9]CC)=[O:8], predict the reaction product. The product is: [NH2:1][C:2]1[S:3][C:4]2[CH2:15][CH2:14][CH2:13][CH2:12][C:5]=2[C:6]=1[C:7]([OH:9])=[O:8].